This data is from Reaction yield outcomes from USPTO patents with 853,638 reactions. The task is: Predict the reaction yield, written as a fraction of the theoretical maximum amount of product (1.0 means a 100% yield; for example, 0.34 means a 34% yield). (1) The reactants are FC1C=C(C2N=C(SC)N=C(N3CCOC[C@@H]3C)C=2)C=NC=1.Cl[C:24]1[N:29]=[C:28]([N:30]2[CH2:35][CH2:34][O:33][CH2:32][C@@H:31]2[CH3:36])[CH:27]=[C:26]([C:37]2[CH:42]=[CH:41][CH:40]=[CH:39][N:38]=2)[N:25]=1.[OH:43][CH2:44][CH2:45][NH:46][C:47]([NH:49][C:50]1[CH:55]=[CH:54][C:53](B2OC(C)(C)C(C)(C)O2)=[CH:52][CH:51]=1)=[O:48]. No catalyst specified. The product is [OH:43][CH2:44][CH2:45][NH:46][C:47]([NH:49][C:50]1[CH:55]=[CH:54][C:53]([C:24]2[N:29]=[C:28]([N:30]3[CH2:35][CH2:34][O:33][CH2:32][C@@H:31]3[CH3:36])[CH:27]=[C:26]([C:37]3[CH:42]=[CH:41][CH:40]=[CH:39][N:38]=3)[N:25]=2)=[CH:52][CH:51]=1)=[O:48]. The yield is 0.640. (2) The reactants are [OH:1][CH2:2][CH2:3][CH2:4][C:5]#[N:6].CC([O-])(C)C.[K+].COCCOC.[C:19]([O:23][C:24]([N:26]1[CH2:31][CH2:30][CH:29]([C:32]2[C:41]3[C:36](=[CH:37][C:38](F)=[CH:39][CH:40]=3)[N:35]=[CH:34][N:33]=2)[CH2:28][CH2:27]1)=[O:25])([CH3:22])([CH3:21])[CH3:20]. The yield is 0.420. The catalyst is C(Cl)Cl.CC(C)=O. The product is [C:19]([O:23][C:24]([N:26]1[CH2:31][CH2:30][CH:29]([C:32]2[C:41]3[C:36](=[CH:37][C:38]([O:1][CH2:2][CH2:3][CH2:4][C:5]#[N:6])=[CH:39][CH:40]=3)[N:35]=[CH:34][N:33]=2)[CH2:28][CH2:27]1)=[O:25])([CH3:22])([CH3:20])[CH3:21]. (3) The reactants are [Cl:1][C:2]1[CH:20]=[CH:19][C:18]([Cl:21])=[CH:17][C:3]=1[CH2:4][N:5]1[C:10](=[O:11])[CH2:9][NH:8][C:7]2[N:12]=[CH:13][C:14](I)=[CH:15][C:6]1=2.[N:22]1([CH:27]2[CH2:32][CH2:31][N:30]([C:33]([C:35]3[CH:40]=[CH:39][C:38](B4OC(C)(C)C(C)(C)O4)=[CH:37][CH:36]=3)=[O:34])[CH2:29][CH2:28]2)[CH2:26][CH2:25][CH2:24][CH2:23]1. No catalyst specified. The product is [Cl:1][C:2]1[CH:20]=[CH:19][C:18]([Cl:21])=[CH:17][C:3]=1[CH2:4][N:5]1[C:10](=[O:11])[CH2:9][NH:8][C:7]2[N:12]=[CH:13][C:14]([C:38]3[CH:39]=[CH:40][C:35]([C:33]([N:30]4[CH2:29][CH2:28][CH:27]([N:22]5[CH2:23][CH2:24][CH2:25][CH2:26]5)[CH2:32][CH2:31]4)=[O:34])=[CH:36][CH:37]=3)=[CH:15][C:6]1=2. The yield is 0.420. (4) The reactants are Br[C:2]1[N:6]2[CH:7]=[N:8][C:9]3[N:13]([S:14]([C:17]4[CH:23]=[CH:22][C:20]([CH3:21])=[CH:19][CH:18]=4)(=[O:16])=[O:15])[CH:12]=[CH:11][C:10]=3[C:5]2=[C:4]([CH:24]2[CH2:29][CH2:28][CH2:27][N:26]([C:30]([O:32][CH2:33][C:34]3[CH:39]=[CH:38][CH:37]=[CH:36][CH:35]=3)=[O:31])[CH2:25]2)[N:3]=1.CC1(C)C(C)(C)OB([C:48]2[CH:53]=[CH:52][C:51]([C:54]([OH:57])([CH3:56])[CH3:55])=[CH:50][CH:49]=2)O1.C(=O)([O-])[O-].[Cs+].[Cs+]. The product is [OH:57][C:54]([C:51]1[CH:52]=[CH:53][C:48]([C:2]2[N:6]3[CH:7]=[N:8][C:9]4[N:13]([S:14]([C:17]5[CH:23]=[CH:22][C:20]([CH3:21])=[CH:19][CH:18]=5)(=[O:16])=[O:15])[CH:12]=[CH:11][C:10]=4[C:5]3=[C:4]([CH:24]3[CH2:29][CH2:28][CH2:27][N:26]([C:30]([O:32][CH2:33][C:34]4[CH:39]=[CH:38][CH:37]=[CH:36][CH:35]=4)=[O:31])[CH2:25]3)[N:3]=2)=[CH:49][CH:50]=1)([CH3:56])[CH3:55]. The catalyst is O1CCOCC1.O.Cl[Pd](Cl)([P](C1C=CC=CC=1)(C1C=CC=CC=1)C1C=CC=CC=1)[P](C1C=CC=CC=1)(C1C=CC=CC=1)C1C=CC=CC=1. The yield is 0.660. (5) The yield is 0.420. The catalyst is O1CCOCC1.O.C1C=CC(P(C2C=CC=CC=2)[C-]2C=CC=C2)=CC=1.C1C=CC(P(C2C=CC=CC=2)[C-]2C=CC=C2)=CC=1.Cl[Pd]Cl.[Fe+2]. The reactants are Br[C:2]1[O:3][C:4]2[CH:10]=[CH:9][C:8]([CH2:11][C:12]([NH:14][CH:15]([C:22]3[CH:27]=[CH:26][C:25]([Cl:28])=[CH:24][C:23]=3[CH3:29])[C:16]3[CH:21]=[CH:20][CH:19]=[CH:18][CH:17]=3)=[O:13])=[CH:7][C:5]=2[CH:6]=1.[N:30]1[CH:35]=[C:34](B(O)O)[CH:33]=[N:32][CH:31]=1.C([O-])([O-])=O.[K+].[K+].O. The product is [Cl:28][C:25]1[CH:26]=[CH:27][C:22]([CH:15]([C:16]2[CH:17]=[CH:18][CH:19]=[CH:20][CH:21]=2)[NH:14][C:12](=[O:13])[CH2:11][C:8]2[CH:9]=[CH:10][C:4]3[O:3][C:2]([C:34]4[CH:35]=[N:30][CH:31]=[N:32][CH:33]=4)=[CH:6][C:5]=3[CH:7]=2)=[C:23]([CH3:29])[CH:24]=1. (6) The reactants are [Cl-].O[NH3+:3].[C:4](=[O:7])([O-])[OH:5].[Na+].CS(C)=O.[CH2:13]([C:17]1[N:18]=[C:19]([CH3:50])[N:20]([CH2:39][C:40]2[CH:45]=[CH:44][C:43]([C:46]([CH3:49])([CH3:48])[CH3:47])=[CH:42][CH:41]=2)[C:21](=[O:38])[C:22]=1[CH2:23][C:24]1[CH:29]=[CH:28][C:27]([C:30]2[C:31]([C:36]#[N:37])=[CH:32][CH:33]=[CH:34][CH:35]=2)=[CH:26][CH:25]=1)[CH2:14][CH2:15][CH3:16]. The catalyst is C(OCC)(=O)C. The product is [CH2:13]([C:17]1[N:18]=[C:19]([CH3:50])[N:20]([CH2:39][C:40]2[CH:45]=[CH:44][C:43]([C:46]([CH3:49])([CH3:48])[CH3:47])=[CH:42][CH:41]=2)[C:21](=[O:38])[C:22]=1[CH2:23][C:24]1[CH:29]=[CH:28][C:27]([C:30]2[CH:35]=[CH:34][CH:33]=[CH:32][C:31]=2[C:36]2[NH:3][C:4](=[O:7])[O:5][N:37]=2)=[CH:26][CH:25]=1)[CH2:14][CH2:15][CH3:16]. The yield is 0.570.